This data is from Forward reaction prediction with 1.9M reactions from USPTO patents (1976-2016). The task is: Predict the product of the given reaction. (1) Given the reactants [C:1]([C:5]1[N:6]=[C:7]([N:16]2[CH2:20][CH2:19][C:18]([F:22])([F:21])[CH2:17]2)[C:8]2[C:9](=[N:11][N:12]([CH2:14][CH3:15])[N:13]=2)[N:10]=1)([CH3:4])([CH3:3])[CH3:2].C(C1N=C(N2CCC(F)(F)C2)C2N=NNC=2N=1)(C)(C)C.[Cl:43][C:44]1C=[CH:48][N:47]=[CH:46][C:45]=1CCl, predict the reaction product. The product is: [C:1]([C:5]1[N:6]=[C:7]([N:16]2[CH2:20][CH2:19][C:18]([F:21])([F:22])[CH2:17]2)[C:8]2[C:9](=[N:11][N:12]([CH2:14][C:15]3[CH:48]=[N:47][CH:46]=[CH:45][C:44]=3[Cl:43])[N:13]=2)[N:10]=1)([CH3:2])([CH3:3])[CH3:4]. (2) The product is: [I:24][C:2]1[CH:12]=[CH:11][C:10]2[CH:9]3[CH2:13][CH:5]([CH2:6][N:7]([C:14](=[O:19])[C:15]([F:18])([F:17])[F:16])[CH2:8]3)[C:4]=2[CH:3]=1. Given the reactants N[C:2]1[CH:12]=[CH:11][C:10]2[CH:9]3[CH2:13][CH:5]([CH2:6][N:7]([C:14](=[O:19])[C:15]([F:18])([F:17])[F:16])[CH2:8]3)[C:4]=2[CH:3]=1.N([O-])=O.[Na+].[I-:24].[K+], predict the reaction product. (3) Given the reactants O1[CH2:5][CH2:4][CH2:3][CH2:2]1.I[C:7]1[CH:12]=[CH:11][CH:10]=[CH:9][CH:8]=1.[C:13]1(=[O:23])[NH:17][C:16](=[O:18])[C:15]2=[CH:19][CH:20]=[CH:21][CH:22]=[C:14]12.[CH2:24](N(CC)CC)C, predict the reaction product. The product is: [CH3:2][CH:3]([N:17]1[C:13](=[O:23])[C:14]2[C:15](=[CH:19][CH:20]=[CH:21][CH:22]=2)[C:16]1=[O:18])[CH2:4][C:5]#[C:24][C:7]1[CH:12]=[CH:11][CH:10]=[CH:9][CH:8]=1. (4) Given the reactants [C:1]1([S:11]([NH2:14])(=[O:13])=[O:12])[C:2]([S:7]([NH2:10])(=[O:9])=[O:8])=[CH:3][CH:4]=[CH:5][CH:6]=1.[O:15]1[C:20]2=[CH:21][CH:22]=[CH:23][C:19]2=[CH:18][CH:17]=[C:16]1[C:24]1[CH:32]=[CH:31][CH:30]=[CH:29][C:25]=1[C:26](O)=[O:27].C(Cl)CCl, predict the reaction product. The product is: [O:15]1[C:20]2=[CH:21][CH:22]=[CH:23][C:19]2=[CH:18][CH:17]=[C:16]1[C:24]1[CH:32]=[CH:31][CH:30]=[CH:29][C:25]=1[C:26]([NH:10][S:7]([C:2]1[CH:3]=[CH:4][CH:5]=[CH:6][C:1]=1[S:11](=[O:13])(=[O:12])[NH2:14])(=[O:9])=[O:8])=[O:27]. (5) Given the reactants [CH3:1][O:2][CH2:3][CH2:4][C:5](Cl)=O.[Cl:8][C:9]1[C:10]([CH3:31])=[C:11]([CH2:15][NH:16][C:17]2[N:18]=[C:19]([N:25]3[CH2:30][CH2:29][O:28][CH2:27][CH2:26]3)[S:20][C:21]=2[C:22]([NH2:24])=[O:23])[CH:12]=[CH:13][CH:14]=1.[OH-].[Na+].Cl, predict the reaction product. The product is: [Cl:8][C:9]1[C:10]([CH3:31])=[C:11]([CH2:15][N:16]2[C:17]3[N:18]=[C:19]([N:25]4[CH2:26][CH2:27][O:28][CH2:29][CH2:30]4)[S:20][C:21]=3[C:22](=[O:23])[N:24]=[C:5]2[CH2:4][CH2:3][O:2][CH3:1])[CH:12]=[CH:13][CH:14]=1. (6) Given the reactants [F:1][C:2]1[CH:3]=[C:4]([C@H:9]2[NH:14][C:13](=[O:15])[C:12]([CH2:18][CH3:19])([CH2:16][CH3:17])[CH2:11][CH2:10]2)[CH:5]=[C:6]([F:8])[CH:7]=1.[H-].[Na+].Br[CH2:23][C:24]([O:26]C)=[O:25].[OH-].[Na+].Cl, predict the reaction product. The product is: [F:1][C:2]1[CH:3]=[C:4]([C@H:9]2[N:14]([CH2:23][C:24]([OH:26])=[O:25])[C:13](=[O:15])[C:12]([CH2:18][CH3:19])([CH2:16][CH3:17])[CH2:11][CH2:10]2)[CH:5]=[C:6]([F:8])[CH:7]=1. (7) Given the reactants [CH3:1][C:2]([O:5][C:6]([N:8]1[C@H:13]([CH2:14][CH3:15])[CH2:12][O:11][C@H:10]([C:16]([OH:18])=O)[CH2:9]1)=[O:7])([CH3:4])[CH3:3].[CH:19]1([NH2:25])[CH2:24][CH2:23][CH2:22][CH2:21][CH2:20]1.C1C=NC2N(O)N=NC=2C=1.C(Cl)CCl, predict the reaction product. The product is: [CH:19]1([NH:25][C:16]([C@H:10]2[O:11][CH2:12][C@@H:13]([CH2:14][CH3:15])[N:8]([C:6]([O:5][C:2]([CH3:1])([CH3:3])[CH3:4])=[O:7])[CH2:9]2)=[O:18])[CH2:24][CH2:23][CH2:22][CH2:21][CH2:20]1. (8) Given the reactants [CH2:1]([C:3]1[CH:12]=[C:11](C)[CH:10]=[CH:9][C:4]=1[C:5]([O:7][CH3:8])=[O:6])[CH3:2].BrC1C=C([F:25])C=CC=1C(OC)=O, predict the reaction product. The product is: [CH2:1]([C:3]1[CH:12]=[C:11]([F:25])[CH:10]=[CH:9][C:4]=1[C:5]([O:7][CH3:8])=[O:6])[CH3:2]. (9) Given the reactants O[CH2:2][C:3]1[CH:4]=[C:5]([C:9]2[CH:10]=[C:11]3[C:16](=[CH:17][CH:18]=2)[N:15]([CH3:19])[C:14](=[O:20])[CH2:13][CH2:12]3)[CH:6]=[N:7][CH:8]=1.S(Cl)([Cl:23])=O.C([O-])(O)=O.[Na+], predict the reaction product. The product is: [Cl:23][CH2:2][C:3]1[CH:4]=[C:5]([C:9]2[CH:10]=[C:11]3[C:16](=[CH:17][CH:18]=2)[N:15]([CH3:19])[C:14](=[O:20])[CH2:13][CH2:12]3)[CH:6]=[N:7][CH:8]=1.